Dataset: CYP1A2 inhibition data for predicting drug metabolism from PubChem BioAssay. Task: Regression/Classification. Given a drug SMILES string, predict its absorption, distribution, metabolism, or excretion properties. Task type varies by dataset: regression for continuous measurements (e.g., permeability, clearance, half-life) or binary classification for categorical outcomes (e.g., BBB penetration, CYP inhibition). Dataset: cyp1a2_veith. (1) The drug is COC(=O)[C@@H]1CCCN1C(=O)[C@@H](C)CO. The result is 0 (non-inhibitor). (2) The drug is CCN(CC)C(=O)C(=O)N/N=C/c1cccc(Br)c1. The result is 1 (inhibitor). (3) The compound is O=C(c1ccco1)N1CCC[C@@]2(CCN(Cc3ccccc3)C2)C1. The result is 0 (non-inhibitor).